From a dataset of Reaction yield outcomes from USPTO patents with 853,638 reactions. Predict the reaction yield, written as a fraction of the theoretical maximum amount of product (1.0 means a 100% yield; for example, 0.34 means a 34% yield). (1) The reactants are [CH3:1][O:2][C:3]([C:5]1[CH:6]=[C:7]([Cl:24])[CH:8]=[C:9]2[C:14]=1[NH:13][CH:12]([C:15]1[CH:20]=[CH:19][CH:18]=[C:17](Br)[CH:16]=1)[C:11]([CH3:23])([CH3:22])[CH2:10]2)=[O:4].C(=O)([O-])[O-].[Cs+].[Cs+].[C:31]([N:34]1[CH2:39][CH2:38][NH:37][CH2:36][CH2:35]1)(=[O:33])[CH3:32]. The catalyst is C1(C)C=CC=CC=1.C([O-])(=O)C.[Pd+2].C([O-])(=O)C.CC1(C)C2C(=C(P(C3C=CC=CC=3)C3C=CC=CC=3)C=CC=2)OC2C(P(C3C=CC=CC=3)C3C=CC=CC=3)=CC=CC1=2. The product is [CH3:1][O:2][C:3]([C:5]1[CH:6]=[C:7]([Cl:24])[CH:8]=[C:9]2[C:14]=1[NH:13][CH:12]([C:15]1[CH:20]=[CH:19][CH:18]=[C:17]([N:37]3[CH2:38][CH2:39][N:34]([C:31](=[O:33])[CH3:32])[CH2:35][CH2:36]3)[CH:16]=1)[C:11]([CH3:23])([CH3:22])[CH2:10]2)=[O:4]. The yield is 0.540. (2) The reactants are [Br:1][C:2]1[CH:7]=[CH:6][N:5]=[C:4]2[N:8]([S:11]([C:14]3[CH:19]=[CH:18][CH:17]=[CH:16][CH:15]=3)(=[O:13])=[O:12])[CH:9]=[CH:10][C:3]=12.[Li+].CC([N-]C(C)C)C.CCCCCCC.C1C[O:38][CH2:37]C1.C(C1C=CC=CC=1)C.Cl. The catalyst is C1COCC1.CN(C=O)C. The product is [Br:1][C:2]1[CH:7]=[CH:6][N:5]=[C:4]2[N:8]([S:11]([C:14]3[CH:19]=[CH:18][CH:17]=[CH:16][CH:15]=3)(=[O:13])=[O:12])[C:9]([CH:37]=[O:38])=[CH:10][C:3]=12. The yield is 0.220.